From a dataset of Catalyst prediction with 721,799 reactions and 888 catalyst types from USPTO. Predict which catalyst facilitates the given reaction. (1) Reactant: C(=O)([O-])[O-].[Cs+].[Cs+].[OH:7][C:8]1[CH:9]=[C:10]([S:27]([N:30]([CH2:36][C:37]2[CH:42]=[CH:41][C:40]([O:43][CH3:44])=[CH:39][CH:38]=2)[C:31]2[S:32][CH:33]=[CH:34][N:35]=2)(=[O:29])=[O:28])[CH:11]=[CH:12][C:13]=1[NH:14][C:15]1[CH:20]=[CH:19][C:18]([C:21]([F:24])([F:23])[F:22])=[CH:17][C:16]=1[O:25][CH3:26].Cl[CH2:46][C:47](Cl)=[O:48].O. Product: [CH3:26][O:25][C:16]1[CH:17]=[C:18]([C:21]([F:22])([F:23])[F:24])[CH:19]=[CH:20][C:15]=1[N:14]1[C:47](=[O:48])[CH2:46][O:7][C:8]2[CH:9]=[C:10]([S:27]([N:30]([CH2:36][C:37]3[CH:38]=[CH:39][C:40]([O:43][CH3:44])=[CH:41][CH:42]=3)[C:31]3[S:32][CH:33]=[CH:34][N:35]=3)(=[O:29])=[O:28])[CH:11]=[CH:12][C:13]1=2. The catalyst class is: 3. (2) Product: [F:18][C:4]1[CH:3]=[C:2]([C:21]2[C:20]([NH2:19])=[CH:25][CH:24]=[CH:23][CH:22]=2)[CH:7]=[C:6]([F:8])[C:5]=1[N:9]1[CH:13]=[CH:12][C:11]([C:14]([F:17])([F:16])[F:15])=[N:10]1. Reactant: Br[C:2]1[CH:7]=[C:6]([F:8])[C:5]([N:9]2[CH:13]=[CH:12][C:11]([C:14]([F:17])([F:16])[F:15])=[N:10]2)=[C:4]([F:18])[CH:3]=1.[NH2:19][C:20]1[CH:25]=[CH:24][CH:23]=[CH:22][C:21]=1B(O)O.C(=O)([O-])[O-].[Na+].[Na+]. The catalyst class is: 600. (3) Reactant: [CH2:1]([C:4]1([CH2:11][CH2:12][CH3:13])[CH2:9][CH2:8][CH2:7][CH2:6][C:5]1=[O:10])[CH:2]=[CH2:3]. Product: [CH2:11]([C:4]1([CH2:1][CH2:2][CH3:3])[CH2:9][CH2:8][CH2:7][CH2:6][C:5]1=[O:10])[CH2:12][CH3:13]. The catalyst class is: 458. (4) Reactant: [C:1]([C:4]1[CH:9]=[CH:8][C:7]([B:10]([OH:12])[OH:11])=[CH:6][CH:5]=1)(O)=O.[C:13](=[O:16])([O-])[OH:14].[K+].BrC[CH2:20][CH2:21][CH2:22][CH2:23][CH2:24][CH2:25][CH2:26][CH2:27][CH2:28][CH2:29][OH:30]. Product: [OH:30][CH2:29][CH2:28][CH2:27][CH2:26][CH2:25][CH2:24][CH2:23][CH2:22][CH2:21][CH2:20][CH2:1][C:4]1[CH:9]=[CH:8][C:7]([B:10]([OH:12])[O:11][C:13]([OH:14])=[O:16])=[CH:6][CH:5]=1. The catalyst class is: 9.